Dataset: Forward reaction prediction with 1.9M reactions from USPTO patents (1976-2016). Task: Predict the product of the given reaction. (1) Given the reactants [CH2:1]([C@H:8]1[N:13]([C:14]([C:16]2[CH:20]=[C:19]([CH3:21])[N:18]([C:22]3[CH:27]=[CH:26][CH:25]=[CH:24][CH:23]=3)[C:17]=2[C:28]2[CH:33]=[CH:32][CH:31]=[C:30]([O:34]CC3C=CC=CC=3)[CH:29]=2)=[O:15])[CH2:12][CH2:11][N:10]([C:42]([O:44][C:45]([CH3:48])([CH3:47])[CH3:46])=[O:43])[CH2:9]1)[C:2]1[CH:7]=[CH:6][CH:5]=[CH:4][CH:3]=1, predict the reaction product. The product is: [CH2:1]([C@H:8]1[N:13]([C:14]([C:16]2[CH:20]=[C:19]([CH3:21])[N:18]([C:22]3[CH:27]=[CH:26][CH:25]=[CH:24][CH:23]=3)[C:17]=2[C:28]2[CH:33]=[CH:32][CH:31]=[C:30]([OH:34])[CH:29]=2)=[O:15])[CH2:12][CH2:11][N:10]([C:42]([O:44][C:45]([CH3:48])([CH3:47])[CH3:46])=[O:43])[CH2:9]1)[C:2]1[CH:7]=[CH:6][CH:5]=[CH:4][CH:3]=1. (2) Given the reactants O=C1N(P(Cl)(N2CCOC2=O)=O)CCO1.[Cl:16][CH2:17][CH2:18][O:19][CH:20]([C:24]1[CH:29]=[CH:28][C:27]([F:30])=[CH:26][CH:25]=1)[C:21]([OH:23])=O.[C:31]([O:35][C:36]([CH3:39])([CH3:38])[CH3:37])(=[O:34])[NH:32][NH2:33].[Cl-].[NH4+], predict the reaction product. The product is: [Cl:16][CH2:17][CH2:18][O:19][CH:20]([C:24]1[CH:29]=[CH:28][C:27]([F:30])=[CH:26][CH:25]=1)[C:21]([NH:33][NH:32][C:31]([O:35][C:36]([CH3:39])([CH3:38])[CH3:37])=[O:34])=[O:23]. (3) Given the reactants [C:1]([O:9][C@@H:10]1[CH2:15][O:14][C:12](=[O:13])[CH2:11]1)(=[O:8])[C:2]1[CH:7]=[CH:6][CH:5]=[CH:4][CH:3]=1.[H-].C([Al+]C(C)C)(C)C, predict the reaction product. The product is: [C:1]([O:9][C@H:10]([CH2:15][OH:14])[CH2:11][CH:12]=[O:13])(=[O:8])[C:2]1[CH:7]=[CH:6][CH:5]=[CH:4][CH:3]=1. (4) Given the reactants C([O:8][N:9]([CH2:12][C@@H:13]([CH2:17][CH2:18][CH3:19])[C:14](O)=[O:15])[CH:10]=[O:11])C1C=CC=CC=1.[NH:20]1[CH2:24][CH2:23][CH2:22][C@H:21]1[C:25]1[O:26][C:27]2[CH:37]=[C:36]3[C:31]([CH:32]=[CH:33][CH:34]=[CH:35]3)=[CH:30][C:28]=2[N:29]=1, predict the reaction product. The product is: [OH:8][N:9]([CH2:12][C@H:13]([C:14]([N:20]1[CH2:24][CH2:23][CH2:22][C@H:21]1[C:25]1[O:26][C:27]2[CH:37]=[C:36]3[C:31]([CH:32]=[CH:33][CH:34]=[CH:35]3)=[CH:30][C:28]=2[N:29]=1)=[O:15])[CH2:17][CH2:18][CH3:19])[CH:10]=[O:11]. (5) Given the reactants [F:1][C:2]([F:13])([C:6]1[CH:11]=[CH:10][C:9]([F:12])=[CH:8][N:7]=1)[C:3]([O-])=O.[Na+].[NH2:15][C:16]1[C:24]([Br:25])=[CH:23][CH:22]=[CH:21][C:17]=1[C:18]([NH2:20])=[O:19], predict the reaction product. The product is: [F:1][C:2]([F:13])([C:6]1[CH:11]=[CH:10][C:9]([F:12])=[CH:8][N:7]=1)[C:3]1[NH:20][C:18](=[O:19])[C:17]2[C:16](=[C:24]([Br:25])[CH:23]=[CH:22][CH:21]=2)[N:15]=1. (6) Given the reactants [Cl:1][C:2]1[CH:3]=[CH:4][C:5]([NH:8][C:9](=[O:33])[C:10]2[CH:15]=[CH:14][C:13]([CH2:16][OH:17])=[CH:12][C:11]=2[NH:18][CH2:19][CH:20]2[CH2:25][CH2:24][N:23](C(OC(C)(C)C)=O)[CH2:22][CH2:21]2)=[N:6][CH:7]=1.[B-][N+](C)(C)C, predict the reaction product. The product is: [Cl:1][C:2]1[CH:3]=[CH:4][C:5]([NH:8][C:9](=[O:33])[C:10]2[CH:15]=[CH:14][C:13]([CH2:16][OH:17])=[CH:12][C:11]=2[NH:18][CH2:19][CH:20]2[CH2:25][CH2:24][NH:23][CH2:22][CH2:21]2)=[N:6][CH:7]=1. (7) Given the reactants [NH2:1][CH:2]1[N:8]=[C:7]([C:9]2[CH:14]=[CH:13][CH:12]=[CH:11][C:10]=2[F:15])[C:6]2[CH:16]=[CH:17][CH:18]=[C:19]([CH3:20])[C:5]=2[N:4]([CH2:21][C:22]([N:24]2[CH2:30][CH:29]3[CH2:31][CH2:32][CH:26]([CH2:27][CH2:28]3)[CH2:25]2)=[O:23])[C:3]1=[O:33].[C:34](N1C=CN=C1)([N:36]1[CH:40]=[CH:39][N:38]=[CH:37]1)=[O:35].C(OCC)(=O)C.O, predict the reaction product. The product is: [CH:26]12[CH2:32][CH2:31][CH:29]([CH2:28][CH2:27]1)[CH2:30][N:24]([C:22]([CH2:21][N:4]1[C:5]3[C:19]([CH3:20])=[CH:18][CH:17]=[CH:16][C:6]=3[C:7]([C:9]3[CH:14]=[CH:13][CH:12]=[CH:11][C:10]=3[F:15])=[N:8][CH:2]([NH:1][C:34]([N:36]3[CH:40]=[CH:39][N:38]=[CH:37]3)=[O:35])[C:3]1=[O:33])=[O:23])[CH2:25]2.